From a dataset of Catalyst prediction with 721,799 reactions and 888 catalyst types from USPTO. Predict which catalyst facilitates the given reaction. (1) Reactant: [CH:1]([Si:4](Cl)([CH:8]([CH3:10])[CH3:9])[CH:5]([CH3:7])[CH3:6])([CH3:3])[CH3:2].[OH:12][CH2:13][C@@H:14]1[O:18][C:17]([CH3:20])([CH3:19])[O:16][C@@H:15]1[C@H:21]([OH:23])[CH3:22].N1C=CN=C1.C(OCC)(=O)C. Product: [CH3:20][C:17]1([CH3:19])[O:16][C@H:15]([C@H:21]([OH:23])[CH3:22])[C@H:14]([CH2:13][O:12][Si:4]([CH:8]([CH3:10])[CH3:9])([CH:5]([CH3:7])[CH3:6])[CH:1]([CH3:3])[CH3:2])[O:18]1. The catalyst class is: 35. (2) Reactant: C(OC(=O)[NH:7][C:8]1[CH:13]=[C:12]([CH3:14])[C:11]([CH2:15][NH:16][C:17]([C:19]2[CH:20]=[N:21][N:22]([CH2:24][C:25]3[CH:30]=[CH:29][C:28]([CH2:31][OH:32])=[CH:27][CH:26]=3)[CH:23]=2)=[O:18])=[C:10]([CH3:33])[N:9]=1)(C)(C)C.C(O)(C(F)(F)F)=O. Product: [NH2:7][C:8]1[N:9]=[C:10]([CH3:33])[C:11]([CH2:15][NH:16][C:17]([C:19]2[CH:20]=[N:21][N:22]([CH2:24][C:25]3[CH:26]=[CH:27][C:28]([CH2:31][OH:32])=[CH:29][CH:30]=3)[CH:23]=2)=[O:18])=[C:12]([CH3:14])[CH:13]=1. The catalyst class is: 2.